From a dataset of Full USPTO retrosynthesis dataset with 1.9M reactions from patents (1976-2016). Predict the reactants needed to synthesize the given product. (1) The reactants are: [C:1](Cl)(Cl)=[O:2].[NH2:5][C:6]1[CH:11]=[CH:10][CH:9]=[C:8]([CH3:12])[N:7]=1.C(N(CC)C(C)C)(C)C.[C:22]([OH:26])([CH3:25])([CH3:24])[CH3:23].[OH-].[Na+]. Given the product [C:22]([O:26][C:1](=[O:2])[NH:5][C:6]1[CH:11]=[CH:10][CH:9]=[C:8]([CH3:12])[N:7]=1)([CH3:25])([CH3:24])[CH3:23], predict the reactants needed to synthesize it. (2) The reactants are: [F:1][C:2]([F:23])([F:22])[O:3][C:4]1[CH:9]=[CH:8][C:7]2[C:10]3([CH2:20][O:21][C:6]=2[CH:5]=1)[C:18]1[C:13](=[CH:14][CH:15]=[CH:16][CH:17]=1)[NH:12][C:11]3=[O:19].BrC1C=CC=C2C=1[C:27]1([C:38]3=[CH:39][C:40]4O[CH2:43][O:42][C:41]=4[CH:45]=[C:37]3OC1)C(=O)N2.COC1C=CC(CCl)=CC=1.BrCC1OC(C(F)(F)F)=CC=1. Given the product [CH3:43][O:42][C:41]1[CH:45]=[CH:37][C:38]([CH2:27][N:12]2[C:13]3[C:18](=[CH:17][CH:16]=[CH:15][CH:14]=3)[C:10]3([C:7]4[CH:8]=[CH:9][C:4]([O:3][C:2]([F:1])([F:22])[F:23])=[CH:5][C:6]=4[O:21][CH2:20]3)[C:11]2=[O:19])=[CH:39][CH:40]=1, predict the reactants needed to synthesize it. (3) The reactants are: [Br:1][C:2]1[CH:3]=[CH:4][C:5]([C:8]([OH:10])=O)=[N:6][CH:7]=1.S(Cl)(Cl)=O.Cl.CN.C[CH2:19][N:20](C(C)C)C(C)C. Given the product [Br:1][C:2]1[CH:3]=[CH:4][C:5]([C:8]([NH:20][CH3:19])=[O:10])=[N:6][CH:7]=1, predict the reactants needed to synthesize it. (4) Given the product [Cl:1][C:2]1[CH:3]=[C:4]([CH:5]2[C:21]([C:22]3[CH:27]=[CH:26][CH:25]=[CH:24][CH:23]=3)=[C:20]([C:14]3[CH:19]=[CH:18][CH:17]=[CH:16][CH:15]=3)[NH:32][C:30](=[O:31])[NH:29]2)[CH:7]=[C:8]([N+:11]([O-:13])=[O:12])[C:9]=1[OH:10], predict the reactants needed to synthesize it. The reactants are: [Cl:1][C:2]1[CH:3]=[C:4]([CH:7]=[C:8]([N+:11]([O-:13])=[O:12])[C:9]=1[OH:10])[CH:5]=O.[C:14]1([C:20](=O)[CH2:21][C:22]2[CH:27]=[CH:26][CH:25]=[CH:24][CH:23]=2)[CH:19]=[CH:18][CH:17]=[CH:16][CH:15]=1.[NH2:29][C:30]([NH2:32])=[O:31].Cl. (5) Given the product [CH2:1]([N:8]([CH2:11][C@@H:12]1[O:17][C:16]2[C:18]([F:22])=[C:19]([S:29][CH3:28])[CH:20]=[CH:21][C:15]=2[O:14][CH2:13]1)[CH2:9][CH3:10])[C:2]1[CH:7]=[CH:6][CH:5]=[CH:4][CH:3]=1, predict the reactants needed to synthesize it. The reactants are: [CH2:1]([N:8]([CH2:11][C@@H:12]1[O:17][C:16]2[C:18]([F:22])=[CH:19][CH:20]=[CH:21][C:15]=2[O:14][CH2:13]1)[CH2:9][CH3:10])[C:2]1[CH:7]=[CH:6][CH:5]=[CH:4][CH:3]=1.[Li]CCCC.[CH3:28][S:29]C.[NH4+].[Cl-]. (6) Given the product [OH:18][C:2]1[CH:3]=[C:4]([CH:8]=[C:9]([S:11]([F:16])([F:15])([F:14])([F:13])[F:12])[CH:10]=1)[C:5]([OH:7])=[O:6], predict the reactants needed to synthesize it. The reactants are: N[C:2]1[CH:3]=[C:4]([CH:8]=[C:9]([S:11]([F:16])([F:15])([F:14])([F:13])[F:12])[CH:10]=1)[C:5]([OH:7])=[O:6].N([O-])=[O:18].[Na+].N([O-])=O. (7) Given the product [F:35][C:36]1[CH:37]=[N:38][CH:39]=[CH:40][C:41]=1[O:42][C:2]1[N:12]=[C:11]([NH:13][C:14]2[CH:19]=[CH:18][C:17]([N:20]3[CH2:25][CH2:24][N:23]([C:26]([O:28][C:29]([CH3:32])([CH3:31])[CH3:30])=[O:27])[CH2:22][CH2:21]3)=[CH:16][C:15]=2[O:33][CH3:34])[C:5]2[C:6](=[O:10])[NH:7][N:8]=[CH:9][C:4]=2[CH:3]=1, predict the reactants needed to synthesize it. The reactants are: Cl[C:2]1[N:12]=[C:11]([NH:13][C:14]2[CH:19]=[CH:18][C:17]([N:20]3[CH2:25][CH2:24][N:23]([C:26]([O:28][C:29]([CH3:32])([CH3:31])[CH3:30])=[O:27])[CH2:22][CH2:21]3)=[CH:16][C:15]=2[O:33][CH3:34])[C:5]2[C:6](=[O:10])[NH:7][N:8]=[CH:9][C:4]=2[CH:3]=1.[F:35][C:36]1[CH:37]=[N:38][CH:39]=[CH:40][C:41]=1[OH:42].CN(C)CC(O)=O.C(=O)([O-])[O-].[Cs+].[Cs+]. (8) Given the product [N:1]12[CH2:6][CH2:5][CH:4]([CH2:7][CH2:8]1)[C@@H:3]([O:9][C:10](=[O:33])[NH:11][C@H:12]([C:13]1[CH:18]=[CH:17][CH:16]=[C:15]([O:19][CH2:20][CH:21]3[CH2:22][CH2:23][N:24]([C:58](=[O:59])[C:57]4[CH:61]=[CH:62][C:54]([CH:52]=[O:53])=[CH:55][CH:56]=4)[CH2:25][CH2:26]3)[CH:14]=1)[C:27]1[CH:32]=[CH:31][CH:30]=[CH:29][CH:28]=1)[CH2:2]2, predict the reactants needed to synthesize it. The reactants are: [N:1]12[CH2:8][CH2:7][CH:4]([CH2:5][CH2:6]1)[C@@H:3]([O:9][C:10](=[O:33])[NH:11][C@@H:12]([C:27]1[CH:32]=[CH:31][CH:30]=[CH:29][CH:28]=1)[C:13]1[CH:18]=[CH:17][CH:16]=[C:15]([O:19][CH2:20][CH:21]3[CH2:26][CH2:25][NH:24][CH2:23][CH2:22]3)[CH:14]=1)[CH2:2]2.Cl.O1CCOC1CCCOC(C1CCNCC1)=O.[CH:52]([C:54]1[CH:62]=[CH:61][C:57]([C:58](O)=[O:59])=[CH:56][CH:55]=1)=[O:53].C1([C@H](NC(O[C@@H]2C3CCN(CC3)C2)=O)C2C=C(C=CC=2)OCC2C=CC(C(O)=O)=CC=2)C=CC=CC=1. (9) Given the product [CH2:1]([O:3][C:4]([C:6]1[N:7]([CH3:29])[C:8]([CH2:27][CH3:28])=[C:9]([C:25]#[N:26])[C:10]=1[C:11]1[CH:16]=[CH:15][C:14]([C:33]2[CH:34]=[CH:35][N:30]=[CH:31][CH:32]=2)=[CH:13][CH:12]=1)=[O:5])[CH3:2], predict the reactants needed to synthesize it. The reactants are: [CH2:1]([O:3][C:4]([C:6]1[N:7]([CH3:29])[C:8]([CH2:27][CH3:28])=[C:9]([C:25]#[N:26])[C:10]=1[C:11]1[CH:16]=[CH:15][C:14](OS(C(F)(F)F)(=O)=O)=[CH:13][CH:12]=1)=[O:5])[CH3:2].[N:30]1[CH:35]=[CH:34][C:33](B(O)O)=[CH:32][CH:31]=1.C1(P(C2C=CC=CC=2)C2C=CC=CC=2)C=CC=CC=1.C(=O)([O-])[O-].[K+].[K+]. (10) Given the product [SH:4][CH:5]1[CH2:9][CH2:8][N:7]([C:10]([O:12][C:13]([CH3:16])([CH3:15])[CH3:14])=[O:11])[CH2:6]1, predict the reactants needed to synthesize it. The reactants are: C([S:4][CH:5]1[CH2:9][CH2:8][N:7]([C:10]([O:12][C:13]([CH3:16])([CH3:15])[CH3:14])=[O:11])[CH2:6]1)(=O)C.C[S-].[Na+].Cl.